This data is from Peptide-MHC class I binding affinity with 185,985 pairs from IEDB/IMGT. The task is: Regression. Given a peptide amino acid sequence and an MHC pseudo amino acid sequence, predict their binding affinity value. This is MHC class I binding data. (1) The peptide sequence is FAANPNSQV. The MHC is HLA-A31:01 with pseudo-sequence HLA-A31:01. The binding affinity (normalized) is 0.0847. (2) The peptide sequence is IMAIGIVSI. The MHC is HLA-A02:01 with pseudo-sequence HLA-A02:01. The binding affinity (normalized) is 0.761. (3) The MHC is HLA-A26:02 with pseudo-sequence HLA-A26:02. The binding affinity (normalized) is 0.0847. The peptide sequence is RVFDKADGK. (4) The peptide sequence is YVADALAAF. The MHC is HLA-B15:03 with pseudo-sequence HLA-B15:03. The binding affinity (normalized) is 0.903. (5) The peptide sequence is FHGIFYSIF. The MHC is HLA-B39:01 with pseudo-sequence HLA-B39:01. The binding affinity (normalized) is 0.0847.